This data is from Catalyst prediction with 721,799 reactions and 888 catalyst types from USPTO. The task is: Predict which catalyst facilitates the given reaction. (1) Reactant: C([N:8]1[C@@H:13]([CH:14]=[CH:15][CH3:16])[CH2:12][CH2:11][CH2:10][C@@H:9]1[CH3:17])(OC(C)(C)C)=O. Product: [CH3:17][C@H:9]1[CH2:10][CH2:11][CH2:12][C@H:13]([CH:14]=[CH:15][CH3:16])[NH:8]1. The catalyst class is: 330. (2) Reactant: [NH2:1][C:2]1[CH:3]=[C:4]([N:18]2[CH2:24][CH2:23][CH2:22][N:21]([C:25]([O:27][C:28]([CH3:31])([CH3:30])[CH3:29])=[O:26])[CH2:20][CH2:19]2)[CH:5]=[CH:6][C:7]=1[S:8]([C:11]1[CH:16]=[CH:15][CH:14]=[C:13]([F:17])[CH:12]=1)(=[O:10])=[O:9].[C:32](OC(=O)C)(=[O:34])[CH3:33]. Product: [C:32]([NH:1][C:2]1[CH:3]=[C:4]([N:18]2[CH2:24][CH2:23][CH2:22][N:21]([C:25]([O:27][C:28]([CH3:31])([CH3:30])[CH3:29])=[O:26])[CH2:20][CH2:19]2)[CH:5]=[CH:6][C:7]=1[S:8]([C:11]1[CH:16]=[CH:15][CH:14]=[C:13]([F:17])[CH:12]=1)(=[O:9])=[O:10])(=[O:34])[CH3:33]. The catalyst class is: 11. (3) Reactant: [Cl:1][C:2]1[C:3]2[CH:10]=[CH:9][N:8]([C@@H:11]3[O:24][C@H:23]([CH2:25][O:26][C:27](=[O:29])[CH3:28])[C@@H:17]([O:18][C:19](=[O:22])[CH2:20][CH3:21])[C@H:12]3[O:13][C:14](=[O:16])[CH3:15])[C:4]=2[N:5]=[CH:6][N:7]=1.[N+:30]([O-])([OH:32])=[O:31].OS(O)(=O)=O. Product: [Cl:1][C:2]1[C:3]2[C:10]([N+:30]([O-:32])=[O:31])=[CH:9][N:8]([C@@H:11]3[O:24][C@H:23]([CH2:25][O:26][C:27](=[O:29])[CH3:28])[C@@H:17]([O:18][C:19](=[O:22])[CH2:20][CH3:21])[C@H:12]3[O:13][C:14](=[O:16])[CH3:15])[C:4]=2[N:5]=[CH:6][N:7]=1. The catalyst class is: 2. (4) The catalyst class is: 1. Reactant: [CH:1]1([C:4]2[N:5]=[C:6]3[C:12]([C:13](O)=[O:14])=[CH:11][N:10]([CH2:16][O:17][CH2:18][CH2:19][Si:20]([CH3:23])([CH3:22])[CH3:21])[C:7]3=[N:8][CH:9]=2)[CH2:3][CH2:2]1.C(N1C=CN=C1)(N1C=CN=C1)=O.[CH:36]1([CH2:42][NH2:43])[CH2:41][CH2:40][CH2:39][CH2:38][CH2:37]1. Product: [CH:36]1([CH2:42][NH:43][C:13]([C:12]2[C:6]3[C:7](=[N:8][CH:9]=[C:4]([CH:1]4[CH2:2][CH2:3]4)[N:5]=3)[N:10]([CH2:16][O:17][CH2:18][CH2:19][Si:20]([CH3:22])([CH3:23])[CH3:21])[CH:11]=2)=[O:14])[CH2:41][CH2:40][CH2:39][CH2:38][CH2:37]1. (5) Reactant: [C:1]12([CH3:11])[C:8]([CH3:10])([CH3:9])[CH:5]([CH2:6][CH2:7]1)[CH2:4][C:2]2=[O:3].[C:12](OCC)(=[O:18])[C:13]([O:15]CC)=[O:14].[H-].[Na+]. Product: [OH:18][C:12](=[C:4]1[C:2](=[O:3])[C:1]2([CH3:11])[C:8]([CH3:10])([CH3:9])[CH:5]1[CH2:6][CH2:7]2)[C:13]([OH:15])=[O:14]. The catalyst class is: 1. (6) Reactant: [NH2:1][C:2]1[C:3](=[O:17])[NH:4][C:5](=[S:16])[N:6]([CH2:9][CH:10]2[CH2:15][CH2:14][CH2:13][CH2:12][CH2:11]2)[C:7]=1[NH2:8].[CH:18](OCC)(OCC)OCC. Product: [CH:10]1([CH2:9][N:6]2[C:7]3[N:8]=[CH:18][NH:1][C:2]=3[C:3](=[O:17])[NH:4][C:5]2=[S:16])[CH2:15][CH2:14][CH2:13][CH2:12][CH2:11]1. The catalyst class is: 194. (7) Reactant: C([O:4][CH2:5][CH2:6][C:7]1[N:8]=[C:9]([CH2:12][C:13]2[CH:14]=[C:15]([CH:20]=[CH:21][CH:22]=2)[C:16]([O:18]C)=[O:17])[S:10][CH:11]=1)(=O)C.O.[OH-].[Li+].Cl. Product: [OH:4][CH2:5][CH2:6][C:7]1[N:8]=[C:9]([CH2:12][C:13]2[CH:14]=[C:15]([CH:20]=[CH:21][CH:22]=2)[C:16]([OH:18])=[O:17])[S:10][CH:11]=1. The catalyst class is: 30.